This data is from Reaction yield outcomes from USPTO patents with 853,638 reactions. The task is: Predict the reaction yield, written as a fraction of the theoretical maximum amount of product (1.0 means a 100% yield; for example, 0.34 means a 34% yield). (1) The reactants are [CH3:1][O:2][C:3](=[O:27])[C:4]1[CH:9]=[CH:8][C:7]([S:10](=[O:23])(=[O:22])[NH:11][C:12]2[CH:13]=[CH:14][CH:15]=[C:16]3[C:21]=2[N:20]=[CH:19][CH:18]=[CH:17]3)=[C:6]([N+:24]([O-])=O)[CH:5]=1.Cl[Sn]Cl. The catalyst is Cl.CCO. The product is [CH3:1][O:2][C:3](=[O:27])[C:4]1[CH:9]=[CH:8][C:7]([S:10](=[O:23])(=[O:22])[NH:11][C:12]2[CH:13]=[CH:14][CH:15]=[C:16]3[C:21]=2[N:20]=[CH:19][CH:18]=[CH:17]3)=[C:6]([NH2:24])[CH:5]=1. The yield is 0.880. (2) The reactants are [Br:1][C:2]1[C:3]([CH3:9])=[C:4]([CH:6]=[CH:7][CH:8]=1)[NH2:5].Cl[C:11](Cl)([O:13]C(=O)OC(Cl)(Cl)Cl)Cl.[CH2:22]([O:24][CH:25]([O:28][CH2:29][CH3:30])[CH2:26][NH2:27])[CH3:23]. The catalyst is O1CCCC1. The product is [Br:1][C:2]1[C:3]([CH3:9])=[C:4]([NH:5][C:11]([NH:27][CH2:26][CH:25]([O:28][CH2:29][CH3:30])[O:24][CH2:22][CH3:23])=[O:13])[CH:6]=[CH:7][CH:8]=1. The yield is 0.350.